This data is from Reaction yield outcomes from USPTO patents with 853,638 reactions. The task is: Predict the reaction yield, written as a fraction of the theoretical maximum amount of product (1.0 means a 100% yield; for example, 0.34 means a 34% yield). (1) The reactants are [CH3:1][C:2]([O:5][C:6]([N:8]1[CH2:14][C:13]2[CH:15]=[C:16](B(O)O)[CH:17]=[CH:18][C:12]=2[O:11][CH2:10][CH2:9]1)=[O:7])([CH3:4])[CH3:3].Br[C:23]1[CH:24]=[CH:25][C:26]([CH:29]=[O:30])=[N:27][CH:28]=1.C(=O)([O-])[O-].[Cs+].[Cs+]. The catalyst is O1CCOCC1.O. The product is [CH:29]([C:26]1[N:27]=[CH:28][C:23]([C:16]2[CH:17]=[CH:18][C:12]3[O:11][CH2:10][CH2:9][N:8]([C:6]([O:5][C:2]([CH3:4])([CH3:3])[CH3:1])=[O:7])[CH2:14][C:13]=3[CH:15]=2)=[CH:24][CH:25]=1)=[O:30]. The yield is 0.960. (2) The product is [F:5][C:6]([C:7]1[O:11][N:10]=[C:9]([NH2:3])[CH:8]=1)([CH3:14])[CH3:13]. The catalyst is CO.O. The reactants are [Na].Cl.[NH2:3]O.[F:5][C:6]([CH3:14])([CH3:13])[C:7]([O:11]C)=[CH:8][C:9]#[N:10].Cl.[OH-].[Na+]. The yield is 0.130.